From a dataset of Experimentally validated miRNA-target interactions with 360,000+ pairs, plus equal number of negative samples. Binary Classification. Given a miRNA mature sequence and a target amino acid sequence, predict their likelihood of interaction. (1) The miRNA is rno-miR-130b-3p with sequence CAGUGCAAUGAUGAAAGGGCAU. The protein sequence of the target gene is MSSGLWNQEKVTSPYWEERLFYLLLQECSVTDKQTQKLLRVPKGSIGQYIQDRSVGHSRVPSAKGKKNQIGLKILEQPHAVLFVDEKDVVEINEKFTELLLAITNCEERLSLFRNRIRLSKGLQVDVGSPVRVQLRSGEEKFPGVVRFRGPLLAERTVSGIFFGVELLEEGRGQGFTDGVYQGKQLFQCDEDCGVFVALDKLELIEDDDNGLESDFAGPGDTVQVEPPPLEINSRVSLKVGESTESGTVIFCDVLPGKESLGYFVGVDMDNPIGNWDGRFDGVQLCSFASVESTVLLHIN.... Result: 1 (interaction). (2) The miRNA is mmu-miR-6715-3p with sequence CCAAACCAGGCGUGCCUGUGG. Result: 0 (no interaction). The protein sequence of the target gene is MFRQEQPLAEGSFAPMGSLQPDAGNSSWNGTEAPGGGTRATPYSLQVTLTLVCLAGLLMLFTVFGNVLVIIAVFTSRALKAPQNLFLVSLASADILVATLVIPFSLANEVMGYWYFGKVWCEIYLALDVLFCTSSIVHLCAISLDRYWSITQAIEYNLKRTPRRIKAIIVTVWVISAVISFPPLISIEKKGAGGGQQPAEPSCKINDQKWYVISSSIGSFFAPCLIMILVYVRIYQIAKRRTRVPPSRRGPDACSAPPGGADRRPNGLGPERGAGPTGAEAEPLPTQLNGAPGEPAPAGP.... (3) The miRNA is hsa-miR-577 with sequence UAGAUAAAAUAUUGGUACCUG. The protein sequence of the target gene is MAAIRKKLVIVGDGACGKTCLLIVFSKDQFPEVYVPTVFENYVADIEVDGKQVELALWDTAGQEDYDRLRPLSYPDTDVILMCFSIDSPDSLENIPEKWTPEVKHFCPNVPIILVGNKKDLRNDEHTRRELAKMKQEPVKPEEGRDMANRIGAFGYMECSAKTKDGVREVFEMATRAALQARRGKKKSGCLVL. Result: 1 (interaction). (4) The protein sequence of the target gene is MESRGCAALWVLLLAQVSEQQTPACALGLAAAASGSPEDPQPPPFSGSSWLETGEYDLVSAYEVDHRGDYVSHDIMHYQRRRRRRAVTQPGGDALHLRLKGPRHDLHLDLKAASNLMAPGFMVQTLGKGGTKSVQMFPPEENCFYQGSLRSQGNSSVALSTCQGLLGMIRTKDTDYFLKPLPPHLTSKLNRSAQGDSPSHVLYKRSTERQAPRENEVLMITRKRDLARPHLHHDNFHLGPSQKQHFCGRRKKYMPQPPNDDLYILPDEYKPSSRHKRSLLKSHRNEELNVETLVVVDRKM.... Result: 0 (no interaction). The miRNA is mmu-miR-6953-5p with sequence AAGGGGCAGGGGCAGGGAUUCAAGUG. (5) The miRNA is mmu-miR-24-2-5p with sequence GUGCCUACUGAGCUGAAACAGU. The protein sequence of the target gene is MDETATSSEVTETFVSDPTTRQFEEDGHPPLETRHLNMIHEELEKLNISTDVINKMEVQLDLARADFRETQVQWSEKLKELSKQYSSQIAKARPFYELKIKERSLREESQKAAERFERATSILGIAKQQVSLTQESLSRQTSVLPECLEVLNHHIQRVREVEEERTAAESLHASKAHAMLHLAEKIRAMEKDNRYAIKKSRLYFEKRLEFTKILEAQKATILCLEAEVRQKKNDYTTSLRNLERISERIHEERSTGSLESAVSSDQEDQKSDFKSSESLPGNPPPYAPTAPPPYEDKYII.... Result: 0 (no interaction). (6) The miRNA is hsa-miR-7854-3p with sequence UGAGGUGACCGCAGAUGGGAA. The protein sequence of the target gene is MAPAADMTSLPLGVKVEDSAFGKPAGGGAGQAPSAAAATAAAMGADEEGAKPKVSPSLLPFSVEALMADHRKPGAKESALAPSEGVQAAGGSAQPLGVPPGSLGAPDAPSSPRPLGHFSVGGLLKLPEDALVKAESPEKPERTPWMQSPRFSPPPARRLSPPACTLRKHKTNRKPRTPFTTAQLLALERKFRQKQYLSIAERAEFSSSLSLTETQVKIWFQNRRAKAKRLQEAELEKLKMAAKPMLPPAAFGLSFPLGGPAAVAAAAGASLYGASGPFQRAALPVAPVGLYTAHVGYSMY.... Result: 1 (interaction). (7) The miRNA is hsa-miR-6823-3p with sequence UGAGCCUCUCCUUCCCUCCAG. The protein sequence of the target gene is MFLMNASPVVALQSKWEAFGPPGSCRFPRCFSEADEGVESASVSARVQMLISTLQRDGAARGTSDERAAQRGHRAEGCHDARPAAKPTVHKEPPALAVCGLVADFDPMGEEETTDFGPLVLDSDSDDSVDRDIEEAIQEYLKAKSGAAQPGAGGAQPGAAQPSRAAGGGSRCKPEPAHGSAPTALCPPKLVPGSGGGPGSQVGSSKDQGSASPVSVSSDDSFEQSIRAEIEQFLNEKRQHETQKCDGSVEKKPDTNENSAKSLLKSHQEPPTKVVHRQGLLGVQKEFAFRKPPRLAKMNV.... Result: 1 (interaction). (8) The miRNA is hsa-miR-509-5p with sequence UACUGCAGACAGUGGCAAUCA. The protein sequence of the target gene is MPSWIGAVILPLLGLLLSLPAGADVKARSCGEVRQAYGAKGFSLADIPYQEIAGEHLRICPQEYTCCTTEMEDKLSQQSKLEFENLVEETSHFVRTTFVSRHKKFDEFFRELLENAEKSLNDMFVRTYGMLYMQNSEVFQDLFTELKRYYTGGNVNLEEMLNDFWARLLERMFQLINPQYHFSEDYLECVSKYTDQLKPFGDVPRKLKIQVTRAFIAARTFVQGLTVGREVANRVSKVSPTPGCIRALMKMLYCPYCRGLPTVRPCNNYCLNVMKGCLANQADLDTEWNLFIDAMLLVAE.... Result: 0 (no interaction). (9) Result: 0 (no interaction). The protein sequence of the target gene is MNSVSPAAAQYRSGSSEDARRADCRRPRGQTRIPDPSNLGPSGSGVAALGSSGTDPAEPDEVDKFKAKFLTAWNNVKYGWAVKSRTSFSKISTVHLCGRCYHFEGEGDIQRFQRDFVSRLWLTYRRDFPPLAGGSLTSDCGWGCMLRSGQMMLAQGLLLHFLPRDWRWVEGTGLASSEMPGPASPSRCRGPGRRGPPRWTQGALEMEQDRWHRRIVSWFADHPRAPFGLHRLVELGRSSGKKAGDWYGPSVVAHILRKAVESCSEVSRLVVYVSQDCTVYKADVARLLSWPDPTAEWKSV.... The miRNA is hsa-miR-4757-5p with sequence AGGCCUCUGUGACGUCACGGUGU. (10) The miRNA is mmu-miR-1927 with sequence GACCUCUGGAUGUUAGGGACUGA. The protein sequence of the target gene is MSPGLLTTRKEALMAFRDVAVAFTQKEWKLLSSAQRTLYREVMLENYSHLVSLGIAFSKPKLIEQLEQGDEPWREENEHLLDLCPEPRTEFQPSFPHLVAFSSSQLLRQYALSGHPTQIFPSSSAGGDFQLEAPRCSSEKGESGETEGPDSSLRKRPSRISRTFFSPHQGDPVEWVEGNREGGTDLRLAQRMSLGGSDTMLKGADTSESGAVIRGNYRLGLSKKSSLFSHQKHHVCPECGRGFCQRSDLIKHQRTHTGEKPYLCPECGRRFSQKASLSIHQRKHSGEKPYVCRECGRHFR.... Result: 0 (no interaction).